From a dataset of Full USPTO retrosynthesis dataset with 1.9M reactions from patents (1976-2016). Predict the reactants needed to synthesize the given product. (1) Given the product [C:19]([OH:26])(=[O:25])/[CH:20]=[CH:21]/[C:22]([OH:24])=[O:23].[NH:1]1[CH2:5][CH2:4][C@@H:3]2[CH2:6][N:7]([C:9]3[CH:10]=[C:11]([CH2:16][C:17]#[N:18])[C:12]([Br:15])=[N:13][CH:14]=3)[CH2:8][C@H:2]12, predict the reactants needed to synthesize it. The reactants are: [NH:1]1[CH2:5][CH2:4][C@@H:3]2[CH2:6][N:7]([C:9]3[CH:10]=[C:11]([CH2:16][C:17]#[N:18])[C:12]([Br:15])=[N:13][CH:14]=3)[CH2:8][C@H:2]12.[C:19]([OH:26])(=[O:25])/[CH:20]=[CH:21]/[C:22]([OH:24])=[O:23]. (2) The reactants are: [OH-].[Na+].C([O:6][C:7]1[CH:31]=[C:30]([CH3:32])[CH:29]=[CH:28][C:8]=1[C:9]([NH:11][C:12]1[CH:21]=[C:20]([C:22]2[CH:27]=[CH:26][CH:25]=[CH:24][CH:23]=2)[CH:19]=[CH:18][C:13]=1[C:14]([O:16]C)=[O:15])=[O:10])(=O)C.Cl. Given the product [OH:6][C:7]1[CH:31]=[C:30]([CH3:32])[CH:29]=[CH:28][C:8]=1[C:9]([NH:11][C:12]1[CH:21]=[C:20]([C:22]2[CH:27]=[CH:26][CH:25]=[CH:24][CH:23]=2)[CH:19]=[CH:18][C:13]=1[C:14]([OH:16])=[O:15])=[O:10], predict the reactants needed to synthesize it. (3) Given the product [C:17]1(/[CH:27]=[C:10]2\[C:11](=[O:16])[NH:12][C:13]3[C:9]\2=[CH:8][C:7]([C:1]2[CH:2]=[CH:3][CH:4]=[CH:5][CH:6]=2)=[CH:15][CH:14]=3)=[CH:18][CH:19]=[C:20]2[CH:21]=[CH:22][CH:23]=[CH:24][CH:25]=[C:26]12, predict the reactants needed to synthesize it. The reactants are: [C:1]1([C:7]2[CH:8]=[C:9]3[C:13](=[CH:14][CH:15]=2)[NH:12][C:11](=[O:16])[CH2:10]3)[CH:6]=[CH:5][CH:4]=[CH:3][CH:2]=1.[C:17]1([CH:27]=O)[C:26]2[C:20]([CH:21]=[CH:22][CH:23]=[CH:24][CH:25]=2)=[CH:19][CH:18]=1.N1CCCC1. (4) Given the product [CH:1]1[C:13]2[CH:12]([CH2:14][O:15][C:16]([N:18]3[C:23]4[CH:24]=[CH:25][C:26]([C:28]5[N:29]([C:33]([O:35][C:36]([CH3:39])([CH3:38])[CH3:37])=[O:34])[C:30]([C:48]#[N:47])=[CH:31][CH:32]=5)=[CH:27][C:22]=4[C:21]([CH3:41])([CH3:40])[O:20][CH:19]3[CH3:42])=[O:17])[C:11]3[C:6](=[CH:7][CH:8]=[CH:9][CH:10]=3)[C:5]=2[CH:4]=[CH:3][CH:2]=1, predict the reactants needed to synthesize it. The reactants are: [CH:1]1[C:13]2[CH:12]([CH2:14][O:15][C:16]([N:18]3[C:23]4[CH:24]=[CH:25][C:26]([C:28]5[N:29]([C:33]([O:35][C:36]([CH3:39])([CH3:38])[CH3:37])=[O:34])[CH:30]=[CH:31][CH:32]=5)=[CH:27][C:22]=4[C:21]([CH3:41])([CH3:40])[O:20][CH:19]3[CH3:42])=[O:17])[C:11]3[C:6](=[CH:7][CH:8]=[CH:9][CH:10]=3)[C:5]=2[CH:4]=[CH:3][CH:2]=1.ClS([N:47]=[C:48]=O)(=O)=O.